Predict which catalyst facilitates the given reaction. From a dataset of Catalyst prediction with 721,799 reactions and 888 catalyst types from USPTO. Reactant: [S:1]1(=[O:17])(=[O:16])[NH:7][CH2:6][CH2:5][O:4][C:3]2[CH:8]=[CH:9][C:10]([C:12]([O:14][CH3:15])=[O:13])=[CH:11][C:2]1=2.CN(C=O)C.[H-].[Na+].Br[CH2:26][C:27]1[CH:32]=[CH:31][CH:30]=[CH:29][CH:28]=1. Product: [CH2:26]([N:7]1[CH2:6][CH2:5][O:4][C:3]2[CH:8]=[CH:9][C:10]([C:12]([O:14][CH3:15])=[O:13])=[CH:11][C:2]=2[S:1]1(=[O:17])=[O:16])[C:27]1[CH:32]=[CH:31][CH:30]=[CH:29][CH:28]=1. The catalyst class is: 6.